Regression. Given a peptide amino acid sequence and an MHC pseudo amino acid sequence, predict their binding affinity value. This is MHC class II binding data. From a dataset of Peptide-MHC class II binding affinity with 134,281 pairs from IEDB. (1) The peptide sequence is CGIYLFNWAVKTKLKLTPLP. The MHC is DRB1_0401 with pseudo-sequence DRB1_0401. The binding affinity (normalized) is 0.462. (2) The peptide sequence is AQAAVVRFQEAANKQ. The MHC is DRB1_1302 with pseudo-sequence DRB1_1302. The binding affinity (normalized) is 0.0667. (3) The peptide sequence is SKAYANMWSLMYFHK. The MHC is DRB5_0101 with pseudo-sequence DRB5_0101. The binding affinity (normalized) is 1.00. (4) The peptide sequence is AYHFKDPQYPVWELT. The MHC is DRB1_1302 with pseudo-sequence DRB1_1302. The binding affinity (normalized) is 0.368. (5) The peptide sequence is FGQNTASIAATEAQY. The MHC is HLA-DPA10201-DPB10101 with pseudo-sequence HLA-DPA10201-DPB10101. The binding affinity (normalized) is 0.301. (6) The peptide sequence is AFKVAATAANPAPAN. The MHC is HLA-DPA10201-DPB11401 with pseudo-sequence HLA-DPA10201-DPB11401. The binding affinity (normalized) is 0.482. (7) The peptide sequence is RTFFTSAALRNLCFY. The MHC is DRB1_0101 with pseudo-sequence DRB1_0101. The binding affinity (normalized) is 0.922. (8) The peptide sequence is NDFLKTGHYTQMVWA. The MHC is DRB1_0701 with pseudo-sequence DRB1_0701. The binding affinity (normalized) is 0.472. (9) The peptide sequence is QQPFPPQQPYPQPQ. The MHC is HLA-DQA10501-DQB10201 with pseudo-sequence HLA-DQA10501-DQB10201. The binding affinity (normalized) is 0.